This data is from Reaction yield outcomes from USPTO patents with 853,638 reactions. The task is: Predict the reaction yield, written as a fraction of the theoretical maximum amount of product (1.0 means a 100% yield; for example, 0.34 means a 34% yield). (1) The yield is 0.960. No catalyst specified. The reactants are [NH2:1][C:2]1[CH:7]=[CH:6][C:5]([C:8]2[CH:16]=[C:15]3[C:11]([CH2:12][N:13]([C@@H:18]([CH:23]([CH3:25])[CH3:24])[C:19]([O:21][CH3:22])=[O:20])[C:14]3=[O:17])=[CH:10][CH:9]=2)=[CH:4][CH:3]=1.[Cl:26][C:27]1[CH:32]=[CH:31][C:30]([N:33]=[C:34]=[O:35])=[C:29]([O:36][C:37]2[CH:42]=[CH:41][CH:40]=[CH:39][CH:38]=2)[CH:28]=1. The product is [Cl:26][C:27]1[CH:32]=[CH:31][C:30]([NH:33][C:34](=[O:35])[NH:1][C:2]2[CH:3]=[CH:4][C:5]([C:8]3[CH:16]=[C:15]4[C:11]([CH2:12][N:13]([C@@H:18]([CH:23]([CH3:25])[CH3:24])[C:19]([O:21][CH3:22])=[O:20])[C:14]4=[O:17])=[CH:10][CH:9]=3)=[CH:6][CH:7]=2)=[C:29]([O:36][C:37]2[CH:38]=[CH:39][CH:40]=[CH:41][CH:42]=2)[CH:28]=1. (2) The reactants are Br[C:2]1[CH:3]=[N:4][C:5]2[N:6]([N:8]=[C:9]([NH2:17])[C:10]=2[C:11]2[CH:16]=[CH:15][CH:14]=[CH:13][N:12]=2)[CH:7]=1.Cl.CN(C)CCC([C:25]1[CH:30]=[CH:29][CH:28]=[CH:27][CH:26]=1)=O.O. The catalyst is CN(C=O)C. The product is [C:25]1([C:3]2[CH2:2][CH2:7][N:6]3[N:8]=[C:9]([NH2:17])[C:10]([C:11]4[CH:16]=[CH:15][CH:14]=[CH:13][N:12]=4)=[C:5]3[N:4]=2)[CH:30]=[CH:29][CH:28]=[CH:27][CH:26]=1. The yield is 0.930. (3) The reactants are [N:1]([O-])=O.[Na+].[F:5][C:6]1([F:16])[O:10][C:9]2[CH:11]=[CH:12][CH:13]=[C:14]([NH2:15])[C:8]=2[O:7]1.Cl.[CH3:18][C:19](=[O:24])[CH2:20][C:21](=[O:23])[CH3:22].C([O-])(=O)C.[Na+]. The catalyst is O.CO. The product is [F:16][C:6]1([F:5])[O:10][C:9]2[CH:11]=[CH:12][CH:13]=[C:14]([NH:15][N:1]=[C:20]([C:19](=[O:24])[CH3:18])[C:21](=[O:23])[CH3:22])[C:8]=2[O:7]1. The yield is 0.900.